This data is from Full USPTO retrosynthesis dataset with 1.9M reactions from patents (1976-2016). The task is: Predict the reactants needed to synthesize the given product. (1) The reactants are: Cl.[NH2:2][CH2:3][CH2:4][C:5]1[C:13]2[C:8](=[CH:9][CH:10]=[CH:11][CH:12]=2)[NH:7][CH:6]=1.[CH:14](C=O)=O. Given the product [CH2:14]1[C:6]2[NH:7][C:8]3[C:13](=[CH:12][CH:11]=[CH:10][CH:9]=3)[C:5]=2[CH2:4][CH2:3][NH:2]1, predict the reactants needed to synthesize it. (2) The reactants are: C1C=CC(C2C=CC=CC=2)=CC=1.C1C=CC(OC2C=CC=CC=2)=CC=1.C(O[C:29](=[O:46])[C:30](=[CH:36][NH:37][C:38]1[CH:39]=[N:40][C:41]([O:44][CH3:45])=[CH:42][CH:43]=1)[C:31]([O:33][CH2:34][CH3:35])=[O:32])C. Given the product [CH2:34]([O:33][C:31]([C:30]1[C:29](=[O:46])[C:39]2[C:38](=[CH:43][CH:42]=[C:41]([O:44][CH3:45])[N:40]=2)[NH:37][CH:36]=1)=[O:32])[CH3:35], predict the reactants needed to synthesize it. (3) Given the product [NH2:17][CH2:1][CH2:2][CH2:3][CH2:4][CH2:5][CH2:6][CH2:7][CH2:8][CH2:9][CH:10]=[CH2:11], predict the reactants needed to synthesize it. The reactants are: [CH2:1](O)[CH2:2][CH2:3][CH2:4][CH2:5][CH2:6][CH2:7][CH2:8][CH2:9][CH:10]=[CH2:11].C1(=O)[NH:17]C(=O)C2=CC=CC=C12.NN. (4) Given the product [C:17]([O:16][C:14]([N:10]1[C:11]2[C:7](=[CH:6][C:5]([C:3]([OH:4])=[O:2])=[CH:13][CH:12]=2)[CH2:8][CH2:9]1)=[O:15])([CH3:20])([CH3:18])[CH3:19], predict the reactants needed to synthesize it. The reactants are: C[O:2][C:3]([C:5]1[CH:6]=[C:7]2[C:11](=[CH:12][CH:13]=1)[N:10]([C:14]([O:16][C:17]([CH3:20])([CH3:19])[CH3:18])=[O:15])[CH2:9][CH2:8]2)=[O:4].[OH-].[Na+].